This data is from Reaction yield outcomes from USPTO patents with 853,638 reactions. The task is: Predict the reaction yield, written as a fraction of the theoretical maximum amount of product (1.0 means a 100% yield; for example, 0.34 means a 34% yield). (1) The reactants are Cl.CNC.[CH2:5]([N:7]([CH2:10]C)[CH2:8][CH3:9])C.[OH:12][C:13]12[C:24]3[C:19](=CC(F)=[CH:22][CH:23]=3)[C:18](=[O:26])[C:17]1([OH:27])[C:16]1[CH:28]=[CH:29][C:30]([CH:32]([CH3:34])[CH3:33])=[CH:31][C:15]=1[O:14]2. The catalyst is CN(C)C=O. The product is [CH3:10][N:7]([CH3:5])[C:8]1[CH:9]=[C:19]2[C:24](=[CH:23][CH:22]=1)[C:13]1([OH:12])[O:14][C:15]3[CH:31]=[C:30]([CH:32]([CH3:34])[CH3:33])[CH:29]=[CH:28][C:16]=3[C:17]1([OH:27])[C:18]2=[O:26]. The yield is 0.100. (2) The reactants are C[O-].[Na+].C([O:7][C@@H:8]1[C@H:13]([O:14][CH2:15][C:16]2[CH:21]=[CH:20][CH:19]=[CH:18][CH:17]=2)[C@@H:12]([O:22][CH2:23][C:24]2[CH:29]=[CH:28][CH:27]=[CH:26][CH:25]=2)[C@H:11]([CH3:30])[O:10][C@H:9]1[O:31][C@@H:32]1[C@H:41]([O:42][CH2:43][C:44]2[CH:49]=[CH:48][CH:47]=[CH:46][CH:45]=2)[C@@H:40]([O:50][CH2:51][C:52]2[CH:57]=[CH:56][CH:55]=[CH:54][CH:53]=2)[C@H:39]([CH3:58])[O:38][C@H:33]1[O:34][CH2:35][CH:36]=[CH2:37])(=O)C. The catalyst is CO. The product is [CH2:15]([O:14][C@@H:13]1[C@@H:12]([O:22][CH2:23][C:24]2[CH:25]=[CH:26][CH:27]=[CH:28][CH:29]=2)[C@H:11]([CH3:30])[O:10][C@@H:9]([O:31][C@@H:32]2[C@H:41]([O:42][CH2:43][C:44]3[CH:45]=[CH:46][CH:47]=[CH:48][CH:49]=3)[C@@H:40]([O:50][CH2:51][C:52]3[CH:53]=[CH:54][CH:55]=[CH:56][CH:57]=3)[C@H:39]([CH3:58])[O:38][C@H:33]2[O:34][CH2:35][CH:36]=[CH2:37])[C@@H:8]1[OH:7])[C:16]1[CH:17]=[CH:18][CH:19]=[CH:20][CH:21]=1. The yield is 0.930. (3) The reactants are [C:1]([OH:14])(=O)[CH2:2][CH2:3][CH2:4][CH2:5][CH2:6][CH2:7][CH2:8][CH2:9][CH2:10][CH2:11][CH3:12].O[N:16]1[C:20](=[O:21])[CH2:19][CH2:18][C:17]1=[O:22].Cl.C(N=C=NCCCN(C)C)C. The catalyst is CN(C=O)C.C(OCC)(=O)C. The product is [C:1]([N:16]1[C:20](=[O:21])[CH2:19][CH2:18][C:17]1=[O:22])(=[O:14])[CH2:2][CH2:3][CH2:4][CH2:5][CH2:6][CH2:7][CH2:8][CH2:9][CH2:10][CH2:11][CH3:12]. The yield is 0.580. (4) The reactants are [OH-].[Na+].[F:3][C:4]1[CH:11]=[CH:10][C:7]([CH2:8]Br)=[CH:6][CH:5]=1.[OH:12][CH:13]1[CH2:18][CH2:17][N:16]([C:19]([O:21][C:22]([CH3:25])([CH3:24])[CH3:23])=[O:20])[CH2:15][CH2:14]1.C(OCC)C. The catalyst is S([O-])(O)(=O)=O.C([N+](CCCC)(CCCC)CCCC)CCC.C1(C)C=CC=CC=1.O. The product is [F:3][C:4]1[CH:11]=[CH:10][C:7]([CH2:8][O:12][CH:13]2[CH2:14][CH2:15][N:16]([C:19]([O:21][C:22]([CH3:25])([CH3:24])[CH3:23])=[O:20])[CH2:17][CH2:18]2)=[CH:6][CH:5]=1. The yield is 0.900. (5) The reactants are C(OC([NH:8][C:9]1([C:13]([O:15][CH:16]2[CH2:20][CH2:19][CH2:18][CH2:17]2)=[O:14])[CH2:12][CH2:11][CH2:10]1)=O)(C)(C)C. The catalyst is Cl.CCOCC. The product is [NH2:8][C:9]1([C:13]([O:15][CH:16]2[CH2:20][CH2:19][CH2:18][CH2:17]2)=[O:14])[CH2:12][CH2:11][CH2:10]1. The yield is 0.920. (6) The product is [CH2:18]([O:17][C:10]1[CH:11]=[C:12](/[CH:13]=[CH:25]/[C:26]([NH:28][C:29]2[CH:37]=[CH:36][CH:35]=[CH:34][C:30]=2[C:31]([OH:33])=[O:32])=[O:27])[CH:15]=[CH:16][C:9]=1[O:8][CH3:7])[C:19]#[C:20][CH3:21]. The reactants are N1CCCCC1.[CH3:7][O:8][C:9]1[CH:16]=[CH:15][C:12]([CH:13]=O)=[CH:11][C:10]=1[O:17][CH2:18][C:19]#[C:20][CH3:21].C([CH2:25][C:26]([NH:28][C:29]1[CH:37]=[CH:36][CH:35]=[CH:34][C:30]=1[C:31]([OH:33])=[O:32])=[O:27])(O)=O.CC(O)=O. The catalyst is C1(C)C=CC=CC=1. The yield is 0.690. (7) The reactants are [CH2:1]([O:8][CH2:9][CH2:10][N:11]1[C:15]2=[N:16][C:17]([C:20]#N)=[CH:18][CH:19]=[C:14]2[C:13]([CH:22]2[CH2:27][CH2:26][CH2:25][CH2:24][CH2:23]2)=[CH:12]1)[C:2]1[CH:7]=[CH:6][CH:5]=[CH:4][CH:3]=1.[C:28](Cl)(=[O:30])[CH3:29].C([OH:34])C. No catalyst specified. The product is [CH2:1]([O:8][CH2:9][CH2:10][N:11]1[C:15]2=[N:16][C:17]([C:20]([O:30][CH2:28][CH3:29])=[O:34])=[CH:18][CH:19]=[C:14]2[C:13]([CH:22]2[CH2:27][CH2:26][CH2:25][CH2:24][CH2:23]2)=[CH:12]1)[C:2]1[CH:7]=[CH:6][CH:5]=[CH:4][CH:3]=1. The yield is 0.700.